This data is from Full USPTO retrosynthesis dataset with 1.9M reactions from patents (1976-2016). The task is: Predict the reactants needed to synthesize the given product. (1) Given the product [CH3:4][C:2]12[CH:1]3[N:6]4[CH2:19][CH2:20][N:15]3[CH2:14][CH2:13][N:12]1[CH2:11][CH2:10][N:9]2[CH2:8][CH2:7]4, predict the reactants needed to synthesize it. The reactants are: [CH:1](=O)[C:2]([CH3:4])=O.[NH2:6][CH2:7][CH2:8][NH:9][CH2:10][CH2:11][NH:12][CH2:13][CH2:14][NH2:15].N1[C:20]2C=CC=C[C:19]=2N=N1.C(C=O)=O.[BH4-].[Na+]. (2) Given the product [CH2:52]([C:49]1([C:18]([NH:16][CH2:11][C:8]2[CH:7]=[CH:6][C:5]([S:2]([CH3:1])(=[O:3])=[O:4])=[CH:10][CH:9]=2)=[O:22])[CH2:50][CH2:51][N:46]([C:44]([O:43][C:39]([CH3:42])([CH3:41])[CH3:40])=[O:45])[CH2:47][CH2:48]1)[CH3:53], predict the reactants needed to synthesize it. The reactants are: [CH3:1][S:2]([C:5]1[CH:10]=[CH:9][C:8]([CH2:11]C(O)=O)=[CH:7][CH:6]=1)(=[O:4])=[O:3].C[N:16]([C:18]([O:22]N1N=NC2C=CC=NC1=2)=[N+](C)C)C.F[P-](F)(F)(F)(F)F.[C:39]([O:43][C:44]([N:46]1[CH2:51][CH2:50][C:49](N)([CH2:52][CH3:53])[CH2:48][CH2:47]1)=[O:45])([CH3:42])([CH3:41])[CH3:40]. (3) Given the product [CH2:1]([N:8]1[C:16]2[C:11](=[CH:12][CH:13]=[C:14]([O:17][CH3:18])[CH:15]=2)[CH:10]=[C:9]1[CH:19]([CH3:21])[CH3:20])[C:2]1[CH:3]=[CH:4][CH:5]=[CH:6][CH:7]=1, predict the reactants needed to synthesize it. The reactants are: [CH2:1]([N:8]1[C:16]2[C:11](=[CH:12][CH:13]=[C:14]([O:17][CH3:18])[CH:15]=2)[CH:10]=[C:9]1[C:19](O)([CH3:21])[CH3:20])[C:2]1[CH:7]=[CH:6][CH:5]=[CH:4][CH:3]=1.Cl.CCOCC. (4) The reactants are: Cl.Cl.[Cl:3][C:4]1[CH:19]=[CH:18][C:7]([CH2:8][O:9][CH2:10][C:11]2([NH2:17])[CH2:16][CH2:15][NH:14][CH2:13][CH2:12]2)=[CH:6][CH:5]=1.Cl[C:21]1[C:22]2[CH:29]=[CH:28][NH:27][C:23]=2[N:24]=[CH:25][N:26]=1.C(N(CC)CC)C. Given the product [Cl:3][C:4]1[CH:5]=[CH:6][C:7]([CH2:8][O:9][CH2:10][C:11]2([NH2:17])[CH2:16][CH2:15][N:14]([C:21]3[C:22]4[CH:29]=[CH:28][NH:27][C:23]=4[N:24]=[CH:25][N:26]=3)[CH2:13][CH2:12]2)=[CH:18][CH:19]=1, predict the reactants needed to synthesize it.